The task is: Predict the product of the given reaction.. This data is from Forward reaction prediction with 1.9M reactions from USPTO patents (1976-2016). (1) Given the reactants [PH3]=[O:2].[Li]C1C=CC=[CH:8][CH:9]=1.[CH3:10][C@@H:11]([C@@H:18]1[C@@:22]2([CH3:28])[CH2:23][CH2:24][CH2:25][C:26](=O)[C@@H:21]2[CH2:20][CH2:19]1)[CH2:12][CH2:13][CH2:14][CH:15]([CH3:17])[CH3:16].C([O:32][CH2:33][CH3:34])(=O)C.[CH2:35]1[CH2:39][O:38][CH2:37][CH2:36]1, predict the reaction product. The product is: [CH3:10][C@@H:11]([C@@H:18]1[C@@:22]2([CH3:28])[CH2:23][CH2:24][CH2:25]/[C:26](=[CH:8]\[CH:9]=[C:35]3[CH2:36][C@@H:37]([OH:38])[CH2:34][C@H:33]([OH:32])[CH2:39]3)/[C@@H:21]2[CH2:20][CH2:19]1)[CH2:12][CH2:13][CH2:14][C:15]([OH:2])([CH3:17])[CH3:16]. (2) Given the reactants [F:1][CH:2]([F:5])[CH2:3][NH2:4].[Cl:6][C:7]1[CH:15]=[C:14](F)[C:13]([N+:17]([O-:19])=[O:18])=[CH:12][C:8]=1[C:9]([OH:11])=[O:10], predict the reaction product. The product is: [Cl:6][C:7]1[CH:15]=[C:14]([NH:4][CH2:3][CH:2]([F:5])[F:1])[C:13]([N+:17]([O-:19])=[O:18])=[CH:12][C:8]=1[C:9]([OH:11])=[O:10]. (3) Given the reactants [N+:1]([C:4]1[CH:5]=[C:6]([CH:17]=[C:18]([N+:20]([O-:22])=[O:21])[CH:19]=1)[C:7]([O:9][CH2:10][CH2:11][CH2:12][CH2:13][CH2:14][CH2:15][OH:16])=[O:8])([O-:3])=[O:2].[F:23][C:24]([F:51])([C:37]1[CH:42]=[CH:41][C:40]([O:43][CH2:44][CH2:45][CH2:46][C:47]([F:50])([F:49])[F:48])=[CH:39][CH:38]=1)[O:25][C:26]1[CH:31]=[CH:30][C:29](/[CH:32]=[CH:33]/[C:34](O)=[O:35])=[CH:28][CH:27]=1.Cl.CN(C)CCCN=C=NCC, predict the reaction product. The product is: [N+:1]([C:4]1[CH:5]=[C:6]([CH:17]=[C:18]([N+:20]([O-:22])=[O:21])[CH:19]=1)[C:7]([O:9][CH2:10][CH2:11][CH2:12][CH2:13][CH2:14][CH2:15][O:16][C:34](=[O:35])/[CH:33]=[CH:32]/[C:29]1[CH:28]=[CH:27][C:26]([O:25][C:24]([F:23])([F:51])[C:37]2[CH:42]=[CH:41][C:40]([O:43][CH2:44][CH2:45][CH2:46][C:47]([F:50])([F:49])[F:48])=[CH:39][CH:38]=2)=[CH:31][CH:30]=1)=[O:8])([O-:3])=[O:2].